This data is from Full USPTO retrosynthesis dataset with 1.9M reactions from patents (1976-2016). The task is: Predict the reactants needed to synthesize the given product. Given the product [CH2:27]([C:8]1[N:9]([CH2:16][C:17]2[CH:18]=[CH:19][C:20]([C:23]([F:26])([F:24])[F:25])=[CH:21][CH:22]=2)[C:10]2=[N:11][CH:12]=[CH:13][CH:14]=[C:15]2[C:7]=1[CH2:6][C:5]([OH:29])=[O:4])[CH3:28], predict the reactants needed to synthesize it. The reactants are: [OH-].[Na+].C[O:4][C:5](=[O:29])[CH2:6][C:7]1[C:15]2[C:10](=[N:11][CH:12]=[CH:13][CH:14]=2)[N:9]([CH2:16][C:17]2[CH:22]=[CH:21][C:20]([C:23]([F:26])([F:25])[F:24])=[CH:19][CH:18]=2)[C:8]=1[CH2:27][CH3:28].